The task is: Predict the product of the given reaction.. This data is from Forward reaction prediction with 1.9M reactions from USPTO patents (1976-2016). (1) Given the reactants [O:1]=[C:2]1[N:6]([C:7]2[CH:12]=[CH:11][CH:10]=[C:9]([C:13]([F:16])([F:15])[F:14])[CH:8]=2)[N:5]=[C:4]([NH:17][C:18]2[CH:28]=[CH:27][C:21]([C:22]([O:24]CC)=[O:23])=[CH:20][CH:19]=2)[NH:3]1.[OH-].[Li+], predict the reaction product. The product is: [O:1]=[C:2]1[N:6]([C:7]2[CH:12]=[CH:11][CH:10]=[C:9]([C:13]([F:15])([F:14])[F:16])[CH:8]=2)[N:5]=[C:4]([NH:17][C:18]2[CH:28]=[CH:27][C:21]([C:22]([OH:24])=[O:23])=[CH:20][CH:19]=2)[NH:3]1. (2) Given the reactants [Cl:1][C:2]1[CH:3]=[C:4]([NH2:16])[CH:5]=[CH:6][C:7]=1[O:8][CH2:9][CH2:10][N:11]([CH2:14][CH3:15])[CH2:12][CH3:13].[C:17]([O:21][C:22](O[C:22]([O:21][C:17]([CH3:20])([CH3:19])[CH3:18])=[O:23])=[O:23])([CH3:20])([CH3:19])[CH3:18], predict the reaction product. The product is: [Cl:1][C:2]1[CH:3]=[C:4]([NH:16][C:22](=[O:23])[O:21][C:17]([CH3:20])([CH3:19])[CH3:18])[CH:5]=[CH:6][C:7]=1[O:8][CH2:9][CH2:10][N:11]([CH2:14][CH3:15])[CH2:12][CH3:13]. (3) Given the reactants [Br:1][C:2]1[C:10]([CH2:11][C:12]2[CH:17]=[CH:16][C:15]([O:18][CH3:19])=[CH:14][CH:13]=2)=[CH:9][C:8](Br)=[C:7]2[C:3]=1[CH2:4][CH2:5][CH2:6]2.[Li][CH2:22][CH2:23][CH2:24][CH3:25].[CH2:26]([OH:37])[C@H:27]1[O:33][C:31](=[O:32])[C@H:30]([OH:34])[C@@H:29]([OH:35])[C@@H:28]1[OH:36], predict the reaction product. The product is: [CH2:22]([O:34][C@@H:30]1[C@@H:29]([O:35][CH2:22][C:23]2[CH:4]=[CH:5][CH:6]=[CH:25][CH:24]=2)[C@H:28]([O:36][CH2:22][C:23]2[CH:13]=[CH:12][CH:17]=[CH:25][CH:24]=2)[C@@H:27]([CH2:26][O:37][CH2:11][C:10]2[CH:9]=[CH:8][CH:7]=[CH:3][CH:2]=2)[O:33][C:31]1([C:8]1[CH:9]=[C:10]([CH2:11][C:12]2[CH:17]=[CH:16][C:15]([O:18][CH3:19])=[CH:14][CH:13]=2)[C:2]([Br:1])=[C:3]2[C:7]=1[CH2:6][CH2:5][CH2:4]2)[OH:32])[C:23]1[CH:16]=[CH:15][CH:14]=[CH:25][CH:24]=1. (4) Given the reactants [Cl:1][C:2]1[CH:3]=[C:4]([C:9]2[CH:13]=[C:12]([C:14]3[CH:15]=[N:16][C:17]4[C:22]([CH:23]=3)=[CH:21][CH:20]=[CH:19][CH:18]=4)[N:11]([C@H:24]([C:26]3[CH:43]=[CH:42][C:29]([C:30]([NH:32][CH2:33][CH2:34][C:35]([O:37]C(C)(C)C)=[O:36])=[O:31])=[CH:28][CH:27]=3)[CH3:25])[N:10]=2)[CH:5]=[C:6]([Cl:8])[CH:7]=1.C(O)(C(F)(F)F)=O, predict the reaction product. The product is: [Cl:8][C:6]1[CH:5]=[C:4]([C:9]2[CH:13]=[C:12]([C:14]3[CH:15]=[N:16][C:17]4[C:22]([CH:23]=3)=[CH:21][CH:20]=[CH:19][CH:18]=4)[N:11]([C@H:24]([C:26]3[CH:27]=[CH:28][C:29]([C:30]([NH:32][CH2:33][CH2:34][C:35]([OH:37])=[O:36])=[O:31])=[CH:42][CH:43]=3)[CH3:25])[N:10]=2)[CH:3]=[C:2]([Cl:1])[CH:7]=1. (5) The product is: [CH3:40][O:41][C:7]12[CH:6]([OH:8])[CH2:5][CH:4]3[CH:14]([C@@H:15]([OH:17])[CH2:16][C@@:2]4([CH3:1])[CH:3]3[CH2:20][CH2:21][C@@H:22]4[C:23]3([CH3:28])[O:27][CH2:26][CH2:25][O:24]3)[C@@:13]1([CH3:18])[CH2:12][CH2:11][C@H:10]([OH:19])[CH2:9]2. Given the reactants [CH3:1][C@@:2]12[C@@H:22]([C:23]3([CH3:28])[O:27][CH2:26][CH2:25][O:24]3)[CH2:21][CH2:20][CH:3]1[CH:4]1[CH:14]([C@@H:15]([OH:17])[CH2:16]2)[C@:13]2([CH3:18])[C:7]3([CH2:9][C@@H:10]([OH:19])[CH2:11][CH2:12]2)[O:8][CH:6]3[CH2:5]1.CC1C=CC(S(O)(=O)=O)=CC=1.[CH3:40][OH:41], predict the reaction product. (6) The product is: [F:16][C:17]1[C:24]([I:26])=[C:23]([CH3:25])[CH:22]=[CH:21][C:18]=1[C:19]#[N:20]. Given the reactants CC1(C)CCCC(C)(C)N1.C([Li])CCC.[F:16][C:17]1[CH:24]=[C:23]([CH3:25])[CH:22]=[CH:21][C:18]=1[C:19]#[N:20].[I:26]I.[O-]S([O-])(=S)=O.[Na+].[Na+], predict the reaction product. (7) Given the reactants [NH2:1][CH2:2][CH2:3][CH2:4][NH:5][C@H:6]1[CH2:10][CH2:9][N:8]([S:11]([C:14]2[C:15]3[C:16]([CH3:24])=[CH:17][N:18]=[CH:19][C:20]=3[CH:21]=[CH:22][CH:23]=2)(=[O:13])=[O:12])[CH2:7]1.C(N(CC)CC)C.[C:32]1([N:38]=[C:39]=[O:40])[CH:37]=[CH:36][CH:35]=[CH:34][CH:33]=1.C(=O)([O-])O.[Na+], predict the reaction product. The product is: [CH3:24][C:16]1[C:15]2[C:14]([S:11]([N:8]3[CH2:9][CH2:10][C@H:6]([NH:5][CH2:4][CH2:3][CH2:2][NH:1][C:39]([NH:38][C:32]4[CH:37]=[CH:36][CH:35]=[CH:34][CH:33]=4)=[O:40])[CH2:7]3)(=[O:13])=[O:12])=[CH:23][CH:22]=[CH:21][C:20]=2[CH:19]=[N:18][CH:17]=1. (8) Given the reactants [Br:1][CH2:2][C:3]([NH:5][CH:6]([CH3:8])C)=[O:4].Br[CH2:10][C:11](Br)=O.[CH2:14](Cl)Cl, predict the reaction product. The product is: [Br:1][CH2:2][C:3]([N:5]1[CH2:6][CH2:8][CH2:11][CH2:10][CH2:14]1)=[O:4]. (9) Given the reactants [Br-].[CH3:2][P+](C1C=CC=CC=1)(C1C=CC=CC=1)C1C=CC=CC=1.[NH2-].[Na+].[O:24]1[CH2:29][CH2:28][C:27](=[O:30])[CH2:26][CH2:25]1.[CH2:31]([O:33][C:34](=[O:39])[CH:35](Cl)[NH:36]O)[CH3:32].O, predict the reaction product. The product is: [CH2:31]([O:33][C:34]([C:35]1[CH2:2][C:27]2([CH2:28][CH2:29][O:24][CH2:25][CH2:26]2)[O:30][N:36]=1)=[O:39])[CH3:32].